This data is from Drug-target binding data from BindingDB using IC50 measurements. The task is: Regression. Given a target protein amino acid sequence and a drug SMILES string, predict the binding affinity score between them. We predict pIC50 (pIC50 = -log10(IC50 in M); higher means more potent). Dataset: bindingdb_ic50. (1) The small molecule is O=c1cc(O)cc2oc(-c3ccc(O)c(O)c3)c(O[C@@H]3O[C@H](CO)[C@@H](O)[C@H](O)[C@H]3O)c(O)c1-2. The target protein (P00591) has sequence SEVCFPRLGCFSDDAPWAGIVQRPLKILPWSPKDVDTRFLLYTNQNQNNYQELVADPSTITNSNFRMDRKTRFIIHGFIDKGEEDWLSNICKNLFKVESVNCICVDWKGGSRTGYTQASQNIRIVGAEVAYFVEVLKSSLGYSPSNVHVIGHSLGSHAAGEAGRRTNGTIERITGLDPAEPCFQGTPELVRLDPSDAKFVDVIHTDAAPIIPNLGFGMSQTVGHLDFFPNGGKQMPGCQKNILSQIVDIDGIWEGTRDFVACNHLRSYKYYADSILNPDGFAGFPCDSYNVFTANKCFPCPSEGCPQMGHYADRFPGKTNGVSQVFYLNTGDASNFARWRYKVSVTLSGKKVTGHILVSLFGNEGNSRQYEIYKGTLQPDNTHSDEFDSDVEVGDLQKVKFIWYNNNVINPTLPRVGASKITVERNDGKVYDFCSQETVREEVLLTLNPC. The pIC50 is 4.2. (2) The small molecule is Nc1ccccc1NC(=O)c1ccc(CN=C2N[C@@H](c3ccccc3)[C@H](c3ccccc3)S2)cc1. The target protein (O75376) has sequence MSSSGYPPNQGAFSTEQSRYPPHSVQYTFPNTRHQQEFAVPDYRSSHLEVSQASQLLQQQQQQQLRRRPSLLSEFHPGSDRPQERRTSYEPFHPGPSPVDHDSLESKRPRLEQVSDSHFQRVSAAVLPLVHPLPEGLRASADAKKDPAFGGKHEAPSSPISGQPCGDDQNASPSKLSKEELIQSMDRVDREIAKVEQQILKLKKKQQQLEEEAAKPPEPEKPVSPPPVEQKHRSIVQIIYDENRKKAEEAHKIFEGLGPKVELPLYNQPSDTKVYHENIKTNQVMRKKLILFFKRRNHARKQREQKICQRYDQLMEAWEKKVDRIENNPRRKAKESKTREYYEKQFPEIRKQREQQERFQRVGQRGAGLSATIARSEHEISEIIDGLSEQENNEKQMRQLSVIPPMMFDAEQRRVKFINMNGLMEDPMKVYKDRQFMNVWTDHEKEIFKDKFIQHPKNFGLIASYLERKSVPDCVLYYYLTKKNENYKALVRRNYGKRRG.... The pIC50 is 6.4.